Dataset: Forward reaction prediction with 1.9M reactions from USPTO patents (1976-2016). Task: Predict the product of the given reaction. (1) Given the reactants FC(F)(F)S(O[C:7]1[CH:8]=[CH:9][CH:10]=[C:11]2[C:16]=1[N:15]=[C:14]([C:17]1[N:21]3[CH:22]=[CH:23][C:24]([O:26][CH2:27][CH2:28][O:29][CH3:30])=[CH:25][C:20]3=[N:19][N:18]=1)[CH:13]=[CH:12]2)(=O)=O.[N:33]1([C:39]([O:41][C:42]([CH3:45])([CH3:44])[CH3:43])=[O:40])[CH2:38][CH2:37][NH:36][CH2:35][CH2:34]1.C([O-])([O-])=O.[Cs+].[Cs+], predict the reaction product. The product is: [CH3:30][O:29][CH2:28][CH2:27][O:26][C:24]1[CH:23]=[CH:22][N:21]2[C:17]([C:14]3[CH:13]=[CH:12][C:11]4[C:16](=[C:7]([N:36]5[CH2:35][CH2:34][N:33]([C:39]([O:41][C:42]([CH3:45])([CH3:44])[CH3:43])=[O:40])[CH2:38][CH2:37]5)[CH:8]=[CH:9][CH:10]=4)[N:15]=3)=[N:18][N:19]=[C:20]2[CH:25]=1. (2) Given the reactants [C:1]1([NH2:8])[CH:6]=[CH:5][CH:4]=[CH:3][C:2]=1[NH2:7].[F:9][C:10]([F:21])([F:20])[C:11]1[CH:16]=[CH:15][C:14]([N:17]=[C:18]=[O:19])=[CH:13][CH:12]=1, predict the reaction product. The product is: [NH2:7][C:2]1[CH:3]=[CH:4][CH:5]=[CH:6][C:1]=1[NH:8][C:18]([NH:17][C:14]1[CH:13]=[CH:12][C:11]([C:10]([F:9])([F:20])[F:21])=[CH:16][CH:15]=1)=[O:19]. (3) The product is: [F:29][C:24]1[CH:25]=[CH:26][CH:27]=[CH:28][C:23]=1[CH2:22][CH2:21][C@H:9]1[CH2:10][NH:11][CH2:12][CH2:13][NH:8]1. Given the reactants C([N:8]1[CH2:13][CH2:12][N:11](CC2C=CC=CC=2)[CH2:10][C@@H:9]1[CH2:21][CH2:22][C:23]1[CH:28]=[CH:27][CH:26]=[CH:25][C:24]=1[F:29])C1C=CC=CC=1.C([O-])=O.[NH4+], predict the reaction product. (4) Given the reactants C(=O)([O-])O.[Na+].Cl.[NH2:7][OH:8].[Cl:9][C:10]1[CH:15]=[CH:14][C:13]([C:16]([F:19])([F:18])[F:17])=[CH:12][C:11]=1[C:20]1[CH:25]=[CH:24][N:23]=[C:22]([C:26]#[N:27])[CH:21]=1, predict the reaction product. The product is: [Cl:9][C:10]1[CH:15]=[CH:14][C:13]([C:16]([F:19])([F:18])[F:17])=[CH:12][C:11]=1[C:20]1[CH:25]=[CH:24][N:23]=[C:22]([C:26](=[N:7][OH:8])[NH2:27])[CH:21]=1. (5) Given the reactants C([N:8]1[C@@H:13]2[CH2:14][CH2:15][C@@:9]1([C:36]1[CH:41]=[CH:40][CH:39]=[CH:38][CH:37]=1)[C@H:10]([O:16][C@H:17]([C:32]([O:34][CH3:35])=[O:33])[C:18]1[CH:23]=[C:22]([C:24]([F:27])([F:26])[F:25])[CH:21]=[C:20]([C:28]([F:31])([F:30])[F:29])[CH:19]=1)[CH2:11][CH2:12]2)C1C=CC=CC=1, predict the reaction product. The product is: [F:31][C:28]([F:29])([F:30])[C:20]1[CH:19]=[C:18]([C@@H:17]([C:32]([O:34][CH3:35])=[O:33])[O:16][C@@H:10]2[CH2:11][CH2:12][C@@H:13]3[NH:8][C@@:9]2([C:36]2[CH:37]=[CH:38][CH:39]=[CH:40][CH:41]=2)[CH2:15][CH2:14]3)[CH:23]=[C:22]([C:24]([F:25])([F:26])[F:27])[CH:21]=1. (6) Given the reactants Cl[C:2]1[C:12]([C:13]#[N:14])=[CH:11][C:5]([C:6]([O:8][CH2:9][CH3:10])=[O:7])=[CH:4][N:3]=1.[NH:15]1[CH2:21][CH2:20][CH2:19][NH:18][CH2:17][CH2:16]1.[CH3:22]CN(C(C)C)C(C)C, predict the reaction product. The product is: [C:13]([C:12]1[C:2]([N:15]2[CH2:21][CH2:20][CH2:19][NH:18][CH2:17][CH2:16]2)=[N:3][C:4]([CH3:22])=[C:5]([CH:11]=1)[C:6]([O:8][CH2:9][CH3:10])=[O:7])#[N:14].